Dataset: Forward reaction prediction with 1.9M reactions from USPTO patents (1976-2016). Task: Predict the product of the given reaction. (1) Given the reactants Br[C:2]1[CH:10]=[C:9]2[C:5]([C:6]([CH3:12])=[N:7][N:8]2[CH3:11])=[CH:4][CH:3]=1.[Li]CCCC.[C:18](=[O:20])=[O:19], predict the reaction product. The product is: [CH3:11][N:8]1[C:9]2[C:5](=[CH:4][CH:3]=[C:2]([C:18]([OH:20])=[O:19])[CH:10]=2)[C:6]([CH3:12])=[N:7]1. (2) Given the reactants [Cl:1][C:2]1[CH:3]=[CH:4][C:5]([C:25]#[N:26])=[C:6]([C:8]2[C:13]([O:14][CH3:15])=[CH:12][N:11]([CH2:16][C:17]([O:19][C:20]([CH3:23])([CH3:22])[CH3:21])=[O:18])[C:10](=[O:24])[CH:9]=2)[CH:7]=1.[CH3:27][C:28]1([CH:31]=O)[CH2:30][CH2:29]1, predict the reaction product. The product is: [Cl:1][C:2]1[CH:3]=[CH:4][C:5]([C:25]#[N:26])=[C:6]([C:8]2[C:13]([O:14][CH3:15])=[CH:12][N:11]([C:16](=[CH:27][C:28]3([CH3:31])[CH2:30][CH2:29]3)[C:17]([O:19][C:20]([CH3:21])([CH3:22])[CH3:23])=[O:18])[C:10](=[O:24])[CH:9]=2)[CH:7]=1. (3) Given the reactants CS([C:5]1[N:10]=[C:9]([C:11]2[CH:16]=[CH:15][C:14]([Cl:17])=[CH:13][C:12]=2[Cl:18])[C:8]([C:19]2[CH:24]=[CH:23][C:22]([Cl:25])=[CH:21][CH:20]=2)=[C:7]([S:26]([CH3:29])(=[O:28])=[O:27])[N:6]=1)(=O)=O.C([Li])CCC.[CH:35]1([CH2:41][OH:42])[CH2:40][CH2:39][CH2:38][CH2:37][CH2:36]1, predict the reaction product. The product is: [CH:35]1([CH2:41][O:42][C:5]2[N:6]=[C:7]([S:26]([CH3:29])(=[O:27])=[O:28])[C:8]([C:19]3[CH:24]=[CH:23][C:22]([Cl:25])=[CH:21][CH:20]=3)=[C:9]([C:11]3[CH:16]=[CH:15][C:14]([Cl:17])=[CH:13][C:12]=3[Cl:18])[N:10]=2)[CH2:40][CH2:39][CH2:38][CH2:37][CH2:36]1. (4) Given the reactants C([O:8][C:9]([CH:11]1[CH2:15][CH2:14][O:13][CH2:12]1)=[O:10])C1C=CC=CC=1, predict the reaction product. The product is: [O:13]1[CH2:14][CH2:15][C@H:11]([C:9]([OH:10])=[O:8])[CH2:12]1.[O:13]1[CH2:14][CH2:15][C@@H:11]([C:9]([OH:10])=[O:8])[CH2:12]1. (5) Given the reactants [Cl:1][C:2]1[N:3]=[C:4](Cl)[C:5]2[CH:11]=[C:10]([Cl:12])[CH:9]=[N:8][C:6]=2[N:7]=1.[OH-:14].[Na+], predict the reaction product. The product is: [Cl:1][C:2]1[NH:3][C:4](=[O:14])[C:5]2[CH:11]=[C:10]([Cl:12])[CH:9]=[N:8][C:6]=2[N:7]=1.